Dataset: Drug-target binding data from BindingDB using Ki measurements. Task: Regression. Given a target protein amino acid sequence and a drug SMILES string, predict the binding affinity score between them. We predict pKi (pKi = -log10(Ki in M); higher means stronger inhibition). Dataset: bindingdb_ki. (1) The compound is CC(C)(C)NCC(O)COc1cccc2[nH]c(C#N)cc12. The target protein (P32305) has sequence MMDVNSSGRPDLYGHLRSLILPEVGRGLQDLSPDGGAHPVVSSWMPHLLSGFLEVTASPAPTWDAPPDNVSGCGEQINYGRVEKVVIGSILTLITLLTIAGNCLVVISVCFVKKLRQPSNYLIVSLALADLSVAVAVMPFVSVTDLIGGKWIFGHFFCNVFIAMDVMCCTASIMTLCVISIDRYLGITRPLTYPVRQNGKCMAKMILSVWLLSASITLPPLFGWAQNVNDDKVCLISQDFGYTIYSTAVAFYIPMSVMLFMYYQIYKAARKSAAKHKFPGFPRVQPESVISLNGVVKLQKEVEECANLSRLLKHERKNISIFKREQKAATTLGIIVGAFTVCWLPFFLLSTARPFICGTSCSCIPLWVERTCLWLGYANSLINPFIYAFFNRDLRTTYRSLLQCQYRNINRKLSAAGMHEALKLAERPERSEFVLQNSDHCGKKGHDT. The pKi is 5.0. (2) The drug is CN(C)C(=O)n1cc(C(=O)c2ccn3c2CS[C@@H]3c2ccc[n+]([O-])c2)c2ccc(-c3ccc(F)cc3)cc21. The target protein (P46002) has sequence MEQNGSFRVDSEFRYTLFPIVYSVIFVLGVVANGYVLWVFATLYPSKKLNEIKIFMVNLTVADLLFLMTLPLWIVYYSNEGDWIVHKFLCNLAGCLFFINTYCSVAFLGVITYNRYQAVAYPIKTAQATTRKRGITLSLVIWISIAATASYFLATDSTNVVPKKDGSGNITRCFEHYEPYSVPILVVHIFITSCFFLVFFLIFYCNMVIIHTLLTRPVRQQRKPEVKRRALWMVCTVLAVFVICFVPHHVVQLPWTLAELGYQTNFHQAINDAHQITLCLLSTNCVLDPVIYCFLTKKFRKHLSEKFYSMRSSRKCSRATSDTCTEVMMPANQTPVLPLKN. The pKi is 8.6. (3) The compound is CCCCN1CCC(COC(=O)c2ccc(N)c(OC)c2)CC1. The target protein (P26255) has sequence MAPWPHKNGSLAFWSDAPTLDPSAANTSGLPGVPWAAALAGALLALATVGGNLLVITAIARTPRLQTITNVFVTSLATADLVVGLLVMPPGATLALTGHWPLGATGCELWTSVDVLCVTASIETLCALAVDRYLAVTNPLRYGTLVTKRRARAAVVLVWIVSATVSFAPIMSQWWRVGADAEAQECHSNPRCCSFASNMPYALLSSSVSFYLPLLVMLFVYARVFVVAKRQRRLLRRELGRFPPEESPRSPSRSPSPATVGTPTASDGVPSCGRRPARLLPLGEHRALRTLGLIMGIFSLCWLPFFLANVLRALVGPSLVPSGVFIALNWLGYANSAFNPLIYCRSPDFRDAFRRLLCSYGGRGPEEPRVVTFPASPVASRQNSPLNRFDGYEGERPFPT. The pKi is 5.0. (4) The drug is CC(=O)OC[C@H]1O[C@@H](CC(=O)C=Cc2cccc(O)c2)[C@H](OC(C)=O)[C@@H](OC(C)=O)[C@H]1OC(C)=O. The target protein (Q8N1Q1) has sequence MSRLSWGYREHNGPIHWKEFFPIADGDQQSPIEIKTKEVKYDSSLRPLSIKYDPSSAKIISNSGHSFNVDFDDTENKSVLRGGPLTGSYRLRQVHLHWGSADDHGSEHIVDGVSYAAELHVVHWNSDKYPSFVEAAHEPDGLAVLGVFLQIGEPNSQLQKITDTLDSIKEKGKQTRFTNFDLLSLLPPSWDYWTYPGSLTVPPLLESVTWIVLKQPINISSQQLAKFRSLLCTAEGEAAAFLVSNHRPPQPLKGRKVRASFH. The pKi is 5.1. (5) The compound is Cc1cc(C)nc(N2CCN(CCCc3c[nH]c4ccccc34)CC2)n1. The target protein sequence is MDPLNLSWYDDDLERQNWSRPFNGSDGKADRPHYNYYATLLTLLIAVIVFGNVLVCMAVSREKALQTTTNYLIVSLAVADLLVATLVMPWVVYLEVVGEWKFSRIHCDIFVTLDVMMCTASILNLCAISIDRYTAVAMPMLYNTRYSSKRRVTVMISIVWVLSFTISCPLLFGLNNADQNECIIANPAFVVYSSIVSFYVPFIVTLLVYIKIYIVLRRRRKRVNTKRSSRAFRAHLRAPLKEAARRAQELEMEMLSSTSPPERTRYSPIPPSHHQLTLPDPSHHGLHSTPDSPAKPEKNGHAKDHPKIAKIFEIQTMPNGKTRTSLKTMSRRKLSQQKEKKATQMLAIVLGVFIICWLPFFITHILNIHCDCNIPPVLYSAFTWLGYVNSAVNPIIYTTFNIEFRKAFLKILHC. The pKi is 7.0. (6) The pKi is 9.4. The target protein sequence is MIWMLTLVAVMPNLHTGTLQYDPRVYSCTFSQSVSSAYTIAVVVFHFIIPMLMSSCCYLRIWILVLQVRRRVKPDNKPKLKPQDFRNFITMFVVFVLFAICWAPLNFIVLLGRS. The small molecule is CCC(=O)NC1Cc2ccccc2C(c2ccccc2)C1. (7) The drug is COc1ccc(N2CCN(C(=O)c3cc4c(s3)-c3ccccc3S(=O)(=O)C4)CC2)cc1. The target protein sequence is MCGNTMSVPLLTDAATVSGAERETAAVIFLHGLGDTGHSWADALSTIRLPHVKYICPHAPRIPVTLNMKMVMPSWFDIMGLSPDSQEDEAGIKKAAENIKALIEHEMKNGIPANRIVLGGFSQGGALSLYTALTCPHPLAGIVALSCWLPLHRAFPQAANGSAKDLAILQCHGELDPMVPVRFGALTAEKLRSVVTPARVQFKTYPGVMHSSCPQEMAAVKEFLEKLLPPV. The pKi is 5.0. (8) The small molecule is O=C(O)c1ccc([N+](=O)[O-])cc1. The target protein sequence is MPLFSFEGRSPRIDPTAFVAPTATLIGDVTIEAGASVWFNAVLRGDYAPVVVREGANVQDGAVLHAPPGIPVDIGPGATVAHLCVIHGVHVGSEALIANHATVLDGAVIGARCMIAAGALVVAGTQIPAGMLVTGAPAKVKGPIEGTGAEMWVNVNPQAYRDLAARHLAGLEPM. The pKi is 6.3. (9) The small molecule is C=Cc1ccc2c(ccn2[C@H]2C[C@H](O)[C@@H](COP(=O)(O)OP(=O)(O)OP(=O)(O)O)O2)c1. The target protein sequence is MITVNEKEHILEQKYRPSTIDECILPAFDKETFKSITSKGKIPHIILHSPSPGTGKTTVAKALCHDVNADMMFVNGSDCKIDFVRGPLTNFASAASFDGRQKVIVIDEFDRSGLAESQRHLRSFMEAYSSNCSIIITANNIDGIIKPLQSRCRVITFGQPTDEDKIEMMKQMIRKLTEICKHEGIAIADMKVVAALVKKNFPDFRKTIGELDSYSSKGVLDAGILSLVTNDRGAIDDVLESLKNKDVKQLRALAPKYAADYSWFVGKLAEEIYSRVTPQSIIRMYEIVGENNQYHGIAANTELHLAYLFIQLACEMQWKMSLFKDDIQLNEHQVAWYSKDWTAVQSAADSFKEKAENEFFEIIGAINNKTKCSIAQKDYSKFMVENALSQFPECMPAVYAMNLIGSGLSDEAHFNYLMAAVPRGKRYGKWAKLVEDSTEVLIIKLLAKRYQVNTNDAINYKSILTKNGKLPLVLKELKGLVTDDFLKEVTKNVKEQKQLK.... The pKi is 4.6.